This data is from Catalyst prediction with 721,799 reactions and 888 catalyst types from USPTO. The task is: Predict which catalyst facilitates the given reaction. (1) Product: [CH3:15][O:16][C:17]([CH:19]1[CH2:24][CH2:23][CH:22]([C:25]2[CH:30]=[CH:29][C:28]([CH:44]=[CH:43][CH:40]3[CH2:41][CH2:42][CH:37]([CH2:32][CH2:33][CH2:34][CH2:35][CH3:36])[CH2:38][CH2:39]3)=[CH:27][CH:26]=2)[CH2:21][CH2:20]1)=[O:18]. The catalyst class is: 713. Reactant: CN(C)C(=O)C.P([O-])([O-])([O-])=O.[K+].[K+].[K+].[CH3:15][O:16][C:17]([CH:19]1[CH2:24][CH2:23][CH:22]([C:25]2[CH:30]=[CH:29][C:28](Br)=[CH:27][CH:26]=2)[CH2:21][CH2:20]1)=[O:18].[CH2:32]([CH:37]1[CH2:42][CH2:41][CH:40]([CH:43]=[CH2:44])[CH2:39][CH2:38]1)[CH2:33][CH2:34][CH2:35][CH3:36]. (2) Reactant: [CH3:1][O:2][C:3]([C:5]1[C:14]2[C:9](=[CH:10][CH:11]=[CH:12][CH:13]=2)[N:8]=[C:7]([C:15]2[CH:20]=[CH:19][CH:18]=[CH:17][CH:16]=2)[C:6]=1[CH2:21]Br)=[O:4].[CH2:23]1[CH:28]([NH:29][C:30]([O:32][CH2:33][CH:34]2[C:46]3[C:41](=[CH:42][CH:43]=[CH:44][CH:45]=3)[C:40]3[C:35]2=[CH:36][CH:37]=[CH:38][CH:39]=3)=[O:31])[CH2:27][CH2:26][NH:25][CH2:24]1.Cl.C(N(C(C)C)CC)(C)C.[F-].[K+]. Product: [CH3:1][O:2][C:3]([C:5]1[C:14]2[C:9](=[CH:10][CH:11]=[CH:12][CH:13]=2)[N:8]=[C:7]([C:15]2[CH:20]=[CH:19][CH:18]=[CH:17][CH:16]=2)[C:6]=1[CH2:21][N:25]1[CH2:26][CH2:27][CH:28]([NH:29][C:30]([O:32][CH2:33][CH:34]2[C:46]3[CH:45]=[CH:44][CH:43]=[CH:42][C:41]=3[C:40]3[C:35]2=[CH:36][CH:37]=[CH:38][CH:39]=3)=[O:31])[CH2:23][CH2:24]1)=[O:4]. The catalyst class is: 1. (3) Reactant: [Br:1][C:2]1[CH:3]=[CH:4][C:5]2[S:9][C:8](=[O:10])[NH:7][C:6]=2[CH:11]=1.C(=O)([O-])[O-].[K+].[K+].Br[CH2:19][CH2:20][O:21][CH3:22]. Product: [Br:1][C:2]1[CH:3]=[CH:4][C:5]2[S:9][C:8](=[O:10])[N:7]([CH2:19][CH2:20][O:21][CH3:22])[C:6]=2[CH:11]=1. The catalyst class is: 3. (4) Reactant: [C:1]([C:3]([C:6]1[CH:7]=[C:8]([CH:12]=[CH:13][CH:14]=1)[C:9]([OH:11])=O)([CH3:5])[CH3:4])#[N:2].[Br:15][C:16]1[CH:17]=[C:18]([CH:20]=[CH:21][C:22]=1[CH3:23])[NH2:19].CN(C(ON1N=NC2C=CC=NC1=2)=[N+](C)C)C.F[P-](F)(F)(F)(F)F.C(N(CC)C(C)C)(C)C. Product: [Br:15][C:16]1[CH:17]=[C:18]([NH:19][C:9](=[O:11])[C:8]2[CH:12]=[CH:13][CH:14]=[C:6]([C:3]([C:1]#[N:2])([CH3:4])[CH3:5])[CH:7]=2)[CH:20]=[CH:21][C:22]=1[CH3:23]. The catalyst class is: 2. (5) Reactant: [Cl-].[Al+3].[Cl-].[Cl-].[C:5]([C:9]1[CH:10]=[C:11]([NH2:22])[N:12]([C:14]2[CH:19]=[CH:18][CH:17]=[C:16]([O:20]C)[CH:15]=2)[N:13]=1)([CH3:8])([CH3:7])[CH3:6]. Product: [NH2:22][C:11]1[N:12]([C:14]2[CH:15]=[C:16]([OH:20])[CH:17]=[CH:18][CH:19]=2)[N:13]=[C:9]([C:5]([CH3:8])([CH3:7])[CH3:6])[CH:10]=1. The catalyst class is: 2. (6) Reactant: [Br:1][C:2]1[CH:3]=[C:4]([N+:9]([O-:11])=[O:10])[C:5](Cl)=[N:6][CH:7]=1.[CH3:12][O-:13].[Na+]. Product: [Br:1][C:2]1[CH:3]=[C:4]([N+:9]([O-:11])=[O:10])[C:5]([O:13][CH3:12])=[N:6][CH:7]=1. The catalyst class is: 5.